From a dataset of Full USPTO retrosynthesis dataset with 1.9M reactions from patents (1976-2016). Predict the reactants needed to synthesize the given product. (1) Given the product [F:17][C:14]1[CH:15]=[CH:16][C:11]([CH:8]2[N:7]([S:18]([C:21]3[CH:22]=[CH:23][C:24]([CH3:27])=[CH:25][CH:26]=3)(=[O:20])=[O:19])[CH:6]([CH2:5][CH2:4][CH2:3][CH2:2][N:30]3[C:29]([CH3:28])=[N:33][N:32]=[N:31]3)[CH2:10][CH2:9]2)=[CH:12][CH:13]=1, predict the reactants needed to synthesize it. The reactants are: Cl[CH2:2][CH2:3][CH2:4][CH2:5][CH:6]1[CH2:10][CH2:9][CH:8]([C:11]2[CH:16]=[CH:15][C:14]([F:17])=[CH:13][CH:12]=2)[N:7]1[S:18]([C:21]1[CH:26]=[CH:25][C:24]([CH3:27])=[CH:23][CH:22]=1)(=[O:20])=[O:19].[CH3:28][C:29]1[NH:33][N:32]=[N:31][N:30]=1. (2) Given the product [CH:47]12[CH2:52][CH:50]([CH:49]=[CH:48]1)[CH2:51][CH:46]2[CH2:45][O:33][C:29]1[CH:28]=[C:27]([C:25]2[O:26][C:22]([C:19]3[CH:18]=[CH:17][C:16]([C:14]4[O:15][C:11]([C:8]5[CH:9]=[CH:10][C:5]([C:1]([CH3:4])([CH3:2])[CH3:3])=[CH:6][CH:7]=5)=[N:12][N:13]=4)=[CH:21][CH:20]=3)=[N:23][N:24]=2)[CH:32]=[CH:31][CH:30]=1, predict the reactants needed to synthesize it. The reactants are: [C:1]([C:5]1[CH:10]=[CH:9][C:8]([C:11]2[O:15][C:14]([C:16]3[CH:21]=[CH:20][C:19]([C:22]4[O:26][C:25]([C:27]5[CH:28]=[C:29]([OH:33])[CH:30]=[CH:31][CH:32]=5)=[N:24][N:23]=4)=[CH:18][CH:17]=3)=[N:13][N:12]=2)=[CH:7][CH:6]=1)([CH3:4])([CH3:3])[CH3:2].CC1C=CC(S(O[CH2:45][CH:46]2[CH2:51][CH:50]3[CH2:52][CH:47]2[CH:48]=[CH:49]3)(=O)=O)=CC=1.C([O-])([O-])=O.[Cs+].[Cs+].O.